From a dataset of Peptide-MHC class I binding affinity with 185,985 pairs from IEDB/IMGT. Regression. Given a peptide amino acid sequence and an MHC pseudo amino acid sequence, predict their binding affinity value. This is MHC class I binding data. (1) The peptide sequence is LVLFACSAV. The MHC is HLA-A02:01 with pseudo-sequence HLA-A02:01. The binding affinity (normalized) is 0.434. (2) The peptide sequence is RESIVCYFM. The MHC is HLA-B58:01 with pseudo-sequence HLA-B58:01. The binding affinity (normalized) is 0.213. (3) The peptide sequence is WRWKSQVTI. The MHC is HLA-A11:01 with pseudo-sequence HLA-A11:01. The binding affinity (normalized) is 0.0847. (4) The peptide sequence is TSAICSVVRR. The MHC is HLA-A68:02 with pseudo-sequence HLA-A68:02. The binding affinity (normalized) is 0. (5) The peptide sequence is FDFKYAAAF. The MHC is Mamu-A2201 with pseudo-sequence Mamu-A2201. The binding affinity (normalized) is 0.172.